Predict the reactants needed to synthesize the given product. From a dataset of Full USPTO retrosynthesis dataset with 1.9M reactions from patents (1976-2016). (1) Given the product [CH3:28][N:29]1[CH2:30][CH2:31][N:32]([CH2:35][CH2:36][O:37][C:38]2[CH:43]=[CH:42][C:41]([C:2]3[CH:7]=[CH:6][CH:5]=[C:4]([S:8]([N:11]4[CH:15]=[CH:14][C:13](/[CH:16]=[CH:17]/[C:18]([NH:20][O:21][CH:22]5[CH2:27][CH2:26][CH2:25][CH2:24][O:23]5)=[O:19])=[CH:12]4)(=[O:10])=[O:9])[CH:3]=3)=[CH:40][CH:39]=2)[CH2:33][CH2:34]1, predict the reactants needed to synthesize it. The reactants are: Br[C:2]1[CH:3]=[C:4]([S:8]([N:11]2[CH:15]=[CH:14][C:13](/[CH:16]=[CH:17]/[C:18]([NH:20][O:21][CH:22]3[CH2:27][CH2:26][CH2:25][CH2:24][O:23]3)=[O:19])=[CH:12]2)(=[O:10])=[O:9])[CH:5]=[CH:6][CH:7]=1.[CH3:28][N:29]1[CH2:34][CH2:33][N:32]([CH2:35][CH2:36][O:37][C:38]2[CH:43]=[CH:42][C:41](B3OC(C)(C)C(C)(C)O3)=[CH:40][CH:39]=2)[CH2:31][CH2:30]1.C([O-])([O-])=O.[Na+].[Na+]. (2) Given the product [NH2:44][CH2:43][C:35]1[N:34]=[C:33]([N:32]([C:29]2[CH:30]=[CH:31][C:26]([O:25][CH2:23][CH3:24])=[C:27]([F:56])[CH:28]=2)[CH3:55])[C:42]2[C:37](=[CH:38][CH:39]=[CH:40][CH:41]=2)[N:36]=1, predict the reactants needed to synthesize it. The reactants are: NCC1N=C(N(C2C=CC(OC)=CC=2)C)C2C(=CC=CC=2)N=1.[CH2:23]([O:25][C:26]1[CH:31]=[CH:30][C:29]([N:32]([CH3:55])[C:33]2[C:42]3[C:37](=[CH:38][CH:39]=[CH:40][CH:41]=3)[N:36]=[C:35]([CH2:43][N:44]3C(=O)C4C(=CC=CC=4)C3=O)[N:34]=2)=[CH:28][C:27]=1[F:56])[CH3:24]. (3) Given the product [CH3:11][N:12]([CH3:13])[CH2:2][CH:3]1[CH2:8][CH2:7][O:6][CH2:5][CH2:4]1, predict the reactants needed to synthesize it. The reactants are: Br[CH2:2][CH:3]1[CH2:8][CH2:7][O:6][CH2:5][CH2:4]1.[Na+].[Cl-].[CH3:11][NH:12][CH3:13]. (4) Given the product [CH2:1]([O:3][C:4]([C:5]1[C:6]2[C:7](=[CH:8][N:9]=[CH:10][CH:11]=2)[NH:12][C:15]=1[NH2:16])=[O:17])[CH3:2], predict the reactants needed to synthesize it. The reactants are: [CH2:1]([O:3][C:4](=[O:17])[CH:5]([C:15]#[N:16])[C:6]1[CH:11]=[CH:10][N:9]=[CH:8][C:7]=1[N+:12]([O-])=O)[CH3:2]. (5) The reactants are: [NH2:1][C:2]1[C:7]([C:8]#[N:9])=[C:6]2[O:10][CH2:11][O:12][C:5]2=[CH:4][C:3]=1[C:13]1[O:14][C:15]2[C:20]([CH2:21][CH:22]=1)=[CH:19][CH:18]=[C:17]([N:23]([CH3:25])[CH3:24])[CH:16]=2.[C:26](OC(=O)C)(=[O:28])[CH3:27]. Given the product [C:26]([NH:1][C:2]1[C:7]([C:8]#[N:9])=[C:6]2[O:10][CH2:11][O:12][C:5]2=[CH:4][C:3]=1[C:13]1[O:14][C:15]2[C:20]([CH2:21][CH:22]=1)=[CH:19][CH:18]=[C:17]([N:23]([CH3:25])[CH3:24])[CH:16]=2)(=[O:28])[CH3:27], predict the reactants needed to synthesize it. (6) Given the product [F:30][C:31]([F:41])([F:42])[C:32]1[CH:33]=[CH:34][C:35]([NH:38][C:39]2[N:4]3[N:5]=[CH:6][C:7]([C:9]4[C:14]([CH3:15])=[CH:13][CH:12]=[CH:11][N:10]=4)=[CH:8][C:3]3=[N:1][N:2]=2)=[CH:36][CH:37]=1, predict the reactants needed to synthesize it. The reactants are: [NH:1]([C:3]1[N:4]=[N:5][CH:6]=[C:7]([C:9]2[C:14]([CH3:15])=[CH:13][CH:12]=[CH:11][N:10]=2)[CH:8]=1)[NH2:2].CC1C=CC(C)=CC=1.CN(C)C(=O)C.[F:30][C:31]([F:42])([F:41])[C:32]1[CH:37]=[CH:36][C:35]([N:38]=[C:39]=S)=[CH:34][CH:33]=1.C1(N=C=NC2CCCCC2)CCCCC1. (7) Given the product [F:1][C:2]1[CH:7]=[CH:6][C:5]([S:8]([C@:11]2([C:26]3[CH:27]=[CH:28][C:29]([I:32])=[CH:30][CH:31]=3)[CH2:15][CH2:14][N:13]([C:16]([O:18][CH2:19][C:20]3[CH:25]=[CH:24][CH:23]=[CH:22][CH:21]=3)=[O:17])[CH2:12]2)(=[O:10])=[O:9])=[CH:4][CH:3]=1.[F:1][C:2]1[CH:7]=[CH:6][C:5]([S:8]([C@@:11]2([C:26]3[CH:27]=[CH:28][C:29]([I:32])=[CH:30][CH:31]=3)[CH2:15][CH2:14][N:13]([C:16]([O:18][CH2:19][C:20]3[CH:25]=[CH:24][CH:23]=[CH:22][CH:21]=3)=[O:17])[CH2:12]2)(=[O:10])=[O:9])=[CH:4][CH:3]=1, predict the reactants needed to synthesize it. The reactants are: [F:1][C:2]1[CH:7]=[CH:6][C:5]([S:8]([C:11]2([C:26]3[CH:31]=[CH:30][C:29]([I:32])=[CH:28][CH:27]=3)[CH2:15][CH2:14][N:13]([C:16]([O:18][CH2:19][C:20]3[CH:25]=[CH:24][CH:23]=[CH:22][CH:21]=3)=[O:17])[CH2:12]2)(=[O:10])=[O:9])=[CH:4][CH:3]=1.CO. (8) Given the product [C:1]([C:3]1[CH:23]=[C:22]([C:34]2[N:35]=[C:36]([NH:40][C:41]3[CH:46]=[CH:45][C:44]([S:47]([CH3:50])(=[O:49])=[O:48])=[C:43]([O:51][CH3:52])[CH:42]=3)[N:37]=[CH:38][N:39]=2)[CH:21]=[CH:20][C:4]=1[O:5][C@H:6]1[CH2:11][CH2:10][N:9]([C:12]([O:14][C:15]([CH3:16])([CH3:18])[CH3:17])=[O:13])[CH2:8][C@H:7]1[F:19])#[N:2], predict the reactants needed to synthesize it. The reactants are: [C:1]([C:3]1[CH:23]=[C:22](B2OC(C)(C)C(C)(C)O2)[CH:21]=[CH:20][C:4]=1[O:5][C@H:6]1[CH2:11][CH2:10][N:9]([C:12]([O:14][C:15]([CH3:18])([CH3:17])[CH3:16])=[O:13])[CH2:8][C@H:7]1[F:19])#[N:2].Cl[C:34]1[N:39]=[CH:38][N:37]=[C:36]([NH:40][C:41]2[CH:46]=[CH:45][C:44]([S:47]([CH3:50])(=[O:49])=[O:48])=[C:43]([O:51][CH3:52])[CH:42]=2)[N:35]=1.C(=O)([O-])[O-].[Na+].[Na+]. (9) Given the product [F:17][C:6]1[C:7]2[C:12](=[CH:11][C:10]([F:16])=[CH:9][CH:8]=2)[C:13]([O:15][C:20]2[CH:25]=[CH:24][C:23]([S:26]([CH2:29][CH3:30])(=[O:27])=[O:28])=[CH:22][N:21]=2)=[CH:14][C:5]=1[CH2:4][C:3]([OH:2])=[O:18], predict the reactants needed to synthesize it. The reactants are: C[O:2][C:3](=[O:18])[CH2:4][C:5]1[CH:14]=[C:13]([OH:15])[C:12]2[C:7](=[CH:8][CH:9]=[C:10]([F:16])[CH:11]=2)[C:6]=1[F:17].Br[C:20]1[CH:25]=[CH:24][C:23]([S:26]([CH2:29][CH3:30])(=[O:28])=[O:27])=[CH:22][N:21]=1.